This data is from Forward reaction prediction with 1.9M reactions from USPTO patents (1976-2016). The task is: Predict the product of the given reaction. Given the reactants Br[C:2]1[C:7]2[CH:8]=[CH:9][O:10][C:6]=2[C:5]([O:11][CH3:12])=[CH:4][CH:3]=1.[CH3:13][N:14](C=O)C, predict the reaction product. The product is: [CH3:12][O:11][C:5]1[CH:4]=[CH:3][C:2]([C:13]#[N:14])=[C:7]2[C:6]=1[O:10][CH:9]=[CH:8]2.